This data is from Forward reaction prediction with 1.9M reactions from USPTO patents (1976-2016). The task is: Predict the product of the given reaction. (1) Given the reactants Cl.[O:2]1[C:6]2[CH:7]=[CH:8][CH:9]=[C:10]([CH:11]3[CH2:16][CH2:15][N:14]([CH2:17][CH2:18][C@H:19]4[CH2:24][CH2:23][C@H:22]([NH2:25])[CH2:21][CH2:20]4)[CH2:13][CH2:12]3)[C:5]=2[O:4][CH2:3]1.[O:26]1[CH2:30][CH2:29][CH2:28][C@H:27]1[CH2:31][C:32](O)=[O:33], predict the reaction product. The product is: [O:2]1[C:6]2[CH:7]=[CH:8][CH:9]=[C:10]([CH:11]3[CH2:16][CH2:15][N:14]([CH2:17][CH2:18][C@H:19]4[CH2:20][CH2:21][C@H:22]([NH:25][C:32](=[O:33])[CH2:31][C@@H:27]5[CH2:28][CH2:29][CH2:30][O:26]5)[CH2:23][CH2:24]4)[CH2:13][CH2:12]3)[C:5]=2[O:4][CH2:3]1. (2) Given the reactants [NH2:1][N:2]1[C:10](=[O:11])[C:9]2[C:4](=[CH:5][CH:6]=[CH:7][CH:8]=2)[C:3]1=[O:12].Br[CH2:14][C:15]([O:17][CH2:18][CH3:19])=[O:16].C([O-])([O-])=O.[K+].[K+], predict the reaction product. The product is: [CH2:18]([O:17][C:15](=[O:16])[CH2:14][NH:1][N:2]1[C:10](=[O:11])[C:9]2[C:4](=[CH:5][CH:6]=[CH:7][CH:8]=2)[C:3]1=[O:12])[CH3:19]. (3) Given the reactants [OH:1][CH2:2][C:3]1([NH:6][C:7](=[O:13])[O:8][C:9]([CH3:12])([CH3:11])[CH3:10])[CH2:5][CH2:4]1.[OH-].[K+].Br[CH2:17][CH2:18][CH2:19][P:20](=[O:27])([O:24][CH2:25][CH3:26])[O:21][CH2:22][CH3:23], predict the reaction product. The product is: [CH2:25]([O:24][P:20]([CH2:19][CH2:18][CH2:17][O:1][CH2:2][C:3]1([NH:6][C:7](=[O:13])[O:8][C:9]([CH3:10])([CH3:12])[CH3:11])[CH2:4][CH2:5]1)([O:21][CH2:22][CH3:23])=[O:27])[CH3:26]. (4) Given the reactants C(S[CH2:4][C:5]([C:8]1[NH:9][C:10]2[C:15]([CH:16]=1)=[CH:14][C:13]([C:17]#[N:18])=[C:12]([C:19]([F:22])([F:21])[F:20])[CH:11]=2)([OH:7])[CH3:6])C.C(=O)(O)[O-].[Na+].[OH:28][O:29][S:30]([O-:32])=[O:31].[K+:33].[C:34](OCC)(=O)[CH3:35], predict the reaction product. The product is: [OH:28][O:29][S:30]([O-:32])=[O:31].[K+:33].[CH2:34]([S:30]([CH2:6][C:5]([C:8]1[NH:9][C:10]2[C:15]([CH:16]=1)=[CH:14][C:13]([C:17]#[N:18])=[C:12]([C:19]([F:22])([F:20])[F:21])[CH:11]=2)([OH:7])[CH3:4])(=[O:32])=[O:29])[CH3:35]. (5) Given the reactants [OH:1][CH:2]1[CH2:25][CH2:24][C:5]2([C:9](=[O:10])[N:8]([C:11]3[CH:16]=[CH:15][C:14]([O:17][C@@H:18]([CH3:23])[C:19]([F:22])([F:21])[F:20])=[CH:13][CH:12]=3)[CH2:7][CH2:6]2)[CH2:4][CH2:3]1.CC1(C)N([O])C(C)(C)CCC1.[Br-].[K+].Cl[O-].[Na+].C(=O)(O)[O-].[Na+], predict the reaction product. The product is: [F:22][C:19]([F:20])([F:21])[C@H:18]([CH3:23])[O:17][C:14]1[CH:15]=[CH:16][C:11]([N:8]2[CH2:7][CH2:6][C:5]3([CH2:4][CH2:3][C:2](=[O:1])[CH2:25][CH2:24]3)[C:9]2=[O:10])=[CH:12][CH:13]=1. (6) Given the reactants C[O:2][C:3](=O)[C:4]1[CH:9]=[C:8]([C:10]#[N:11])[CH:7]=[CH:6][C:5]=1[CH2:12][N:13]([CH2:22][C:23]1[C:28]([Cl:29])=[CH:27][CH:26]=[CH:25][N:24]=1)[CH2:14][C:15]1[C:20]([CH3:21])=[CH:19][CH:18]=[CH:17][N:16]=1.[Li+].[BH4-], predict the reaction product. The product is: [Cl:29][C:28]1[C:23]([CH2:22][N:13]([CH2:12][C:5]2[CH:6]=[CH:7][C:8]([C:10]#[N:11])=[CH:9][C:4]=2[CH2:3][OH:2])[CH2:14][C:15]2[C:20]([CH3:21])=[CH:19][CH:18]=[CH:17][N:16]=2)=[N:24][CH:25]=[CH:26][CH:27]=1.